This data is from Catalyst prediction with 721,799 reactions and 888 catalyst types from USPTO. The task is: Predict which catalyst facilitates the given reaction. Reactant: [F:1][C:2]1[CH:7]=[C:6](I)[CH:5]=[CH:4][C:3]=1[N:9]1[CH:14]=[C:13]([O:15][CH3:16])[C:12](=[O:17])[C:11]([C:18]2[N:22]([C:23]3[CH:28]=[CH:27][CH:26]=[CH:25][CH:24]=3)[N:21]=[CH:20][CH:19]=2)=[N:10]1.[NH:29]1[CH2:33][CH:32]=[CH:31][CH2:30]1.CC1(C)C2C(=C(P(C3C=CC=CC=3)C3C=CC=CC=3)C=CC=2)OC2C(P(C3C=CC=CC=3)C3C=CC=CC=3)=CC=CC1=2.O(C(C)(C)C)[Na]. Product: [N:29]1([C:6]2[CH:5]=[CH:4][C:3]([N:9]3[CH:14]=[C:13]([O:15][CH3:16])[C:12](=[O:17])[C:11]([C:18]4[N:22]([C:23]5[CH:28]=[CH:27][CH:26]=[CH:25][CH:24]=5)[N:21]=[CH:20][CH:19]=4)=[N:10]3)=[C:2]([F:1])[CH:7]=2)[CH2:33][CH:32]=[CH:31][CH2:30]1. The catalyst class is: 488.